From a dataset of NCI-60 drug combinations with 297,098 pairs across 59 cell lines. Regression. Given two drug SMILES strings and cell line genomic features, predict the synergy score measuring deviation from expected non-interaction effect. Drug 1: C1=CC(=CC=C1CCC2=CNC3=C2C(=O)NC(=N3)N)C(=O)NC(CCC(=O)O)C(=O)O. Drug 2: CN(C(=O)NC(C=O)C(C(C(CO)O)O)O)N=O. Cell line: SW-620. Synergy scores: CSS=33.2, Synergy_ZIP=-2.05, Synergy_Bliss=-1.14, Synergy_Loewe=-4.23, Synergy_HSA=1.71.